Dataset: Forward reaction prediction with 1.9M reactions from USPTO patents (1976-2016). Task: Predict the product of the given reaction. Given the reactants C([N:4]([C:6](=[O:37])[C:7]1[CH:12]=[C:11]([C:13]#[N:14])[CH:10]=[CH:9][C:8]=1[CH:15]1[C:20]2[C:21](=[O:24])[CH2:22][CH2:23][C:19]=2[N:18]([C:25]2[CH:30]=[CH:29]N=[C:27]([C:31]([F:34])([F:33])[F:32])[CH:26]=2)[C:17](=[O:35])[N:16]1[CH3:36])[NH2:5])(=O)C.[OH-].COC(NS([N+](CC)(CC)[CH2:48][CH3:49])(=O)=O)=O.Cl[CH2:55]Cl, predict the reaction product. The product is: [CH3:36][N:16]1[CH:15]([C:8]2[CH:9]=[CH:10][C:11]([C:13]#[N:14])=[CH:12][C:7]=2[C:6]2[O:37][C:48]([CH3:49])=[N:5][N:4]=2)[C:20]2[C:21](=[O:24])[CH2:22][CH2:23][C:19]=2[N:18]([C:25]2[CH:30]=[CH:29][CH:55]=[C:27]([C:31]([F:32])([F:33])[F:34])[CH:26]=2)[C:17]1=[O:35].